This data is from Full USPTO retrosynthesis dataset with 1.9M reactions from patents (1976-2016). The task is: Predict the reactants needed to synthesize the given product. (1) Given the product [F:1][C:2]1[CH:7]=[CH:6][C:5]([C:15](=[O:16])[CH2:14][C:8]2[CH:13]=[CH:12][CH:11]=[CH:10][CH:9]=2)=[CH:4][CH:3]=1, predict the reactants needed to synthesize it. The reactants are: [F:1][C:2]1[CH:7]=[CH:6][CH:5]=[CH:4][CH:3]=1.[C:8]1([CH2:14][C:15](Cl)=[O:16])[CH:13]=[CH:12][CH:11]=[CH:10][CH:9]=1. (2) Given the product [CH3:1][C:2]1[O:6][C:5]([C:7]2[CH:8]=[CH:9][CH:10]=[CH:11][CH:12]=2)=[N:4][C:3]=1[CH2:13][O:14][C:15]1[CH:35]=[CH:34][C:18]([O:19][CH2:20][C:21]2[O:25][C:24]([C:26]3[CH:27]=[CH:28][CH:29]=[CH:30][CH:31]=3)=[N:23][C:22]=2/[CH:32]=[CH:44]/[C:45]([O:47][CH2:48][CH3:49])=[O:46])=[CH:17][CH:16]=1, predict the reactants needed to synthesize it. The reactants are: [CH3:1][C:2]1[O:6][C:5]([C:7]2[CH:12]=[CH:11][CH:10]=[CH:9][CH:8]=2)=[N:4][C:3]=1[CH2:13][O:14][C:15]1[CH:35]=[CH:34][C:18]([O:19][CH2:20][C:21]2[O:25][C:24]([C:26]3[CH:31]=[CH:30][CH:29]=[CH:28][CH:27]=3)=[N:23][C:22]=2[CH:32]=O)=[CH:17][CH:16]=1.C(OP([CH2:44][C:45]([O:47][CH2:48][CH3:49])=[O:46])(OCC)=O)C.CN(C)C=O.[H-].[Na+]. (3) Given the product [CH2:12]([N:2]([CH3:1])[C:3]1[CH:8]=[CH:7][CH:6]=[CH:5][CH:4]=1)[CH:13]=[CH2:14], predict the reactants needed to synthesize it. The reactants are: [CH3:1][NH:2][C:3]1[CH:8]=[CH:7][CH:6]=[CH:5][CH:4]=1.[OH-].[K+].Br[CH2:12][CH:13]=[CH2:14]. (4) Given the product [ClH:38].[CH2:1]1[C:10]2[C:5](=[CH:6][CH:7]=[CH:8][CH:9]=2)[CH2:4][CH2:3][N:2]1[CH2:11][C@@H:12]([OH:37])[CH2:13][NH:14][C:15](=[O:16])[C:17]1[CH:22]=[CH:21][N:20]=[C:19]([NH:23][CH:24]2[CH2:29][CH2:28][NH:27][CH2:26][CH2:25]2)[CH:18]=1, predict the reactants needed to synthesize it. The reactants are: [CH2:1]1[C:10]2[C:5](=[CH:6][CH:7]=[CH:8][CH:9]=2)[CH2:4][CH2:3][N:2]1[CH2:11][C@@H:12]([OH:37])[CH2:13][NH:14][C:15]([C:17]1[CH:22]=[CH:21][N:20]=[C:19]([NH:23][CH:24]2[CH2:29][CH2:28][N:27](C(OC(C)(C)C)=O)[CH2:26][CH2:25]2)[CH:18]=1)=[O:16].[ClH:38]. (5) The reactants are: C1C2C(COC([NH:18][C@H:19]3[CH2:23][N:22]([C:24](OC(C)(C)C)=O)[C@@H:21]([CH:31]([CH3:33])[CH3:32])[CH2:20]3)=O)C3C(=CC=CC=3)C=2C=CC=1.C(O)C([NH2:40])(CO)CO.[Cl:42][C:43]1[CH:48]=[CH:47][C:46]([C:49]([F:52])([F:51])[F:50])=[CH:45][C:44]=1[S:53](Cl)(=[O:55])=[O:54].CCN(CC)CC.CCN(C(C)C)C(C)C.N#CBr. Given the product [Cl:42][C:43]1[CH:48]=[CH:47][C:46]([C:49]([F:52])([F:51])[F:50])=[CH:45][C:44]=1[S:53]([NH:18][C@@H:19]1[CH2:20][C@H:21]([CH:31]([CH3:32])[CH3:33])[N:22]([C:24]#[N:40])[CH2:23]1)(=[O:55])=[O:54], predict the reactants needed to synthesize it.